From a dataset of Forward reaction prediction with 1.9M reactions from USPTO patents (1976-2016). Predict the product of the given reaction. (1) Given the reactants [CH3:1][N:2]([CH2:10][CH2:11][O:12][C:13]1[CH:18]=[CH:17][C:16]([N+:19]([O-])=O)=[CH:15][CH:14]=1)[C:3](=[O:9])[O:4][C:5]([CH3:8])([CH3:7])[CH3:6].Cl[C:23](Cl)([O:25]C(=O)OC(Cl)(Cl)Cl)Cl.NC1C=CC(OCCN(C)C(=O)OC(C)(C)C)=CC=1, predict the reaction product. The product is: [N:19]([C:16]1[CH:17]=[CH:18][C:13]([O:12][CH2:11][CH2:10][N:2]([CH3:1])[C:3](=[O:9])[O:4][C:5]([CH3:8])([CH3:7])[CH3:6])=[CH:14][CH:15]=1)=[C:23]=[O:25]. (2) The product is: [CH2:6]([O:5][P:4]([CH2:9][C:10]1[CH:15]=[CH:14][C:13]([NH:16][C:17]2[N:22]=[C:21]([NH:23][C:24]3[CH:32]=[CH:31][C:30]([C:50]4[CH2:51][CH2:52][N:47]([C:45]([O:44][C:40]([CH3:43])([CH3:42])[CH3:41])=[O:46])[CH2:48][CH:49]=4)=[C:29]4[C:25]=3[C:26](=[O:35])[N:27]([CH3:34])[CH2:28]4)[C:20]([C:36]([F:38])([F:37])[F:39])=[CH:19][N:18]=2)=[CH:12][CH:11]=1)([O:3][CH2:1][CH3:2])=[O:8])[CH3:7]. Given the reactants [CH2:1]([O:3][P:4]([CH2:9][C:10]1[CH:15]=[CH:14][C:13]([NH:16][C:17]2[N:22]=[C:21]([NH:23][C:24]3[CH:32]=[CH:31][C:30](Br)=[C:29]4[C:25]=3[C:26](=[O:35])[N:27]([CH3:34])[CH2:28]4)[C:20]([C:36]([F:39])([F:38])[F:37])=[CH:19][N:18]=2)=[CH:12][CH:11]=1)(=[O:8])[O:5][CH2:6][CH3:7])[CH3:2].[C:40]([O:44][C:45]([N:47]1[CH2:52][CH:51]=[C:50](B2OC(C)(C)C(C)(C)O2)[CH2:49][CH2:48]1)=[O:46])([CH3:43])([CH3:42])[CH3:41].C(=O)([O-])[O-].[K+].[K+].ClCCl, predict the reaction product. (3) Given the reactants [CH3:1][C:2]1(B(O)OC(O)=O)[CH:7]=[CH:6][CH:5]=[CH:4][CH2:3]1.BrC1[C:24]2[C:19](=[CH:20][CH:21]=[CH:22][CH:23]=2)[N:18]=[C:17]([CH3:25])[CH:16]=1.[C:26]([O-])([OH:28])=[O:27].[Na+].CCOC(C)=O, predict the reaction product. The product is: [CH3:25][C:17]1[CH:16]=[C:1]([C:2]2[CH:3]=[CH:4][C:5]([C:26]([OH:28])=[O:27])=[CH:6][CH:7]=2)[C:24]2[C:19](=[CH:20][CH:21]=[CH:22][CH:23]=2)[N:18]=1. (4) Given the reactants [NH2:1][C:2]1[C:11]([C:12]([O:14]N2C3C=C(Cl)C=CC=3N=N2)=O)=[C:5]2[N:6]=[CH:7][C:8]([F:10])=[CH:9][N:4]2[N:3]=1.[O:25]1[CH2:30][CH2:29][CH:28]([N:31]2[C:35]([NH2:36])=[CH:34][N:33]=[CH:32]2)[CH2:27][CH2:26]1, predict the reaction product. The product is: [NH2:1][C:2]1[C:11]([C:12]([NH:36][C:35]2[N:31]([CH:28]3[CH2:29][CH2:30][O:25][CH2:26][CH2:27]3)[CH:32]=[N:33][CH:34]=2)=[O:14])=[C:5]2[N:6]=[CH:7][C:8]([F:10])=[CH:9][N:4]2[N:3]=1.